This data is from Full USPTO retrosynthesis dataset with 1.9M reactions from patents (1976-2016). The task is: Predict the reactants needed to synthesize the given product. (1) Given the product [CH:19]([CH:17]1[C:16](=[O:22])[NH:15][C:14]2[CH:23]=[C:10]([CH2:9][NH:8][S:3]([CH2:1][CH3:2])(=[O:5])=[O:4])[CH:11]=[C:12]([C:24]3[C:25]4[CH:34]=[CH:33][N:32]([S:35]([C:38]5[CH:39]=[CH:40][C:41]([CH3:44])=[CH:42][CH:43]=5)(=[O:36])=[O:37])[C:26]=4[C:27](=[O:31])[N:28]([CH3:30])[CH:29]=3)[C:13]=2[O:18]1)([CH3:21])[CH3:20], predict the reactants needed to synthesize it. The reactants are: [CH2:1]([S:3](Cl)(=[O:5])=[O:4])[CH3:2].Cl.[NH2:8][CH2:9][C:10]1[CH:11]=[C:12]([C:24]2[C:25]3[CH:34]=[CH:33][N:32]([S:35]([C:38]4[CH:43]=[CH:42][C:41]([CH3:44])=[CH:40][CH:39]=4)(=[O:37])=[O:36])[C:26]=3[C:27](=[O:31])[N:28]([CH3:30])[CH:29]=2)[C:13]2[O:18][CH:17]([CH:19]([CH3:21])[CH3:20])[C:16](=[O:22])[NH:15][C:14]=2[CH:23]=1.C(N(CC)CC)C. (2) Given the product [OH:10][C:11]1[CH:20]=[C:19](/[CH:21]=[CH:34]/[C:33]2[CH:36]=[CH:37][C:38]([CH2:40][CH2:41][CH3:42])=[CH:39][C:32]=2[O:31][CH3:30])[CH:18]=[CH:17][C:12]=1[C:13]([O:15][CH3:16])=[O:14], predict the reactants needed to synthesize it. The reactants are: [H-].[Na+].[Si]([O:10][C:11]1[CH:20]=[C:19]([CH2:21]P(OCC)(OCC)=O)[CH:18]=[CH:17][C:12]=1[C:13]([O:15][CH3:16])=[O:14])(C(C)(C)C)(C)C.[CH3:30][O:31][C:32]1[CH:39]=[C:38]([CH2:40][CH2:41][CH3:42])[CH:37]=[CH:36][C:33]=1[CH:34]=O.[NH4+].[Cl-].